This data is from Forward reaction prediction with 1.9M reactions from USPTO patents (1976-2016). The task is: Predict the product of the given reaction. Given the reactants [NH2:1][S:2]([C:5]1[CH:6]=[C:7]([CH:11]=[CH:12][CH:13]=1)[C:8]([OH:10])=O)(=[O:4])=[O:3].C1N=CN(C(N2C=NC=C2)=O)C=1.[NH:26]1[CH2:31][CH2:30][O:29][CH2:28][CH2:27]1, predict the reaction product. The product is: [N:26]1([C:8]([C:7]2[CH:6]=[C:5]([S:2]([NH2:1])(=[O:3])=[O:4])[CH:13]=[CH:12][CH:11]=2)=[O:10])[CH2:31][CH2:30][O:29][CH2:28][CH2:27]1.